Dataset: Forward reaction prediction with 1.9M reactions from USPTO patents (1976-2016). Task: Predict the product of the given reaction. (1) Given the reactants [CH3:1][O:2][CH2:3][CH2:4][OH:5].[H-].[Na+].Cl[C:9]1[N:14]=[C:13]([C:15]([OH:48])([C:42]2[CH:47]=[CH:46][CH:45]=[CH:44][N:43]=2)[C:16]2[C:24]3[N:23]=[C:22]([O:25]CC)[N:21](C(OC(C)(C)C)=O)[C:20]=3[CH:19]=[C:18]([C:35]3[C:36]([CH3:41])=[N:37][O:38][C:39]=3[CH3:40])[CH:17]=2)[CH:12]=[CH:11][CH:10]=1, predict the reaction product. The product is: [CH3:41][C:36]1[C:35]([C:18]2[CH:17]=[C:16]([C:15]([OH:48])([C:13]3[CH:12]=[CH:11][CH:10]=[C:9]([O:5][CH2:4][CH2:3][O:2][CH3:1])[N:14]=3)[C:42]3[CH:47]=[CH:46][CH:45]=[CH:44][N:43]=3)[C:24]3[NH:23][C:22](=[O:25])[NH:21][C:20]=3[CH:19]=2)=[C:39]([CH3:40])[O:38][N:37]=1. (2) Given the reactants CNC1C=C(C(N2CCCC(C3C=CC(C(F)(F)F)=CC=3)C2)=O)C=CN=1.[CH2:27]([C:29]1[CH:30]=[C:31]([CH:35]=[CH:36][N:37]=1)[C:32]([OH:34])=O)[CH3:28].Cl.[CH3:39][O:40][C:41]1[CH:46]=[CH:45][CH:44]=[CH:43][C:42]=1[CH:47]1[CH2:52][CH2:51][CH2:50][NH:49][CH2:48]1, predict the reaction product. The product is: [CH2:27]([C:29]1[CH:30]=[C:31]([C:32]([N:49]2[CH2:50][CH2:51][CH2:52][CH:47]([C:42]3[CH:43]=[CH:44][CH:45]=[CH:46][C:41]=3[O:40][CH3:39])[CH2:48]2)=[O:34])[CH:35]=[CH:36][N:37]=1)[CH3:28]. (3) Given the reactants [OH:1][C:2]1[CH:10]=[CH:9][C:5]2[N:6]=[CH:7][S:8][C:4]=2[CH:3]=1.C(=O)([O-])[O-].[K+].[K+].[I-].[K+].Br[CH2:20][C:21]1[CH:26]=[CH:25][C:24]([B:27]2[O:31][C:30]([CH3:33])([CH3:32])[C:29]([CH3:35])([CH3:34])[O:28]2)=[CH:23][CH:22]=1.[C:36](#[N:38])C, predict the reaction product. The product is: [CH3:34][C:29]1([CH3:35])[C:30]([CH3:33])([CH3:32])[O:31][B:27]([C:24]2[CH:25]=[CH:26][C:21]([CH2:20][O:1][C:2]3[CH:10]=[CH:9][C:5]4[N:6]=[C:7]([C:36]#[N:38])[S:8][C:4]=4[CH:3]=3)=[CH:22][CH:23]=2)[O:28]1. (4) Given the reactants Br[C:2]1[S:3][C:4]([NH:30]C(=O)OC(C)(C)C)=[C:5]([C:7](=[O:29])[NH:8][C:9]2[CH:10]=[N:11][N:12]([CH3:28])[C:13]=2[N:14]2[CH2:20][CH2:19][CH2:18][C@@H:17]([NH:21]C(=O)C(F)(F)F)[CH2:16][CH2:15]2)[N:6]=1.C([O-])([O-])=O.[Na+].[Na+].[Cl:44][C:45]1[CH:50]=[CH:49][C:48]([Cl:51])=[CH:47][C:46]=1B(O)O.C([O-])([O-])=O.[K+].[K+], predict the reaction product. The product is: [NH2:30][C:4]1[S:3][C:2]([C:49]2[CH:50]=[C:45]([Cl:44])[CH:46]=[CH:47][C:48]=2[Cl:51])=[N:6][C:5]=1[C:7]([NH:8][C:9]1[CH:10]=[N:11][N:12]([CH3:28])[C:13]=1[N:14]1[CH2:20][CH2:19][CH2:18][C@@H:17]([NH2:21])[CH2:16][CH2:15]1)=[O:29]. (5) The product is: [CH2:36]([O:35][C:33]([C:25]1[C:26]2[CH2:31][CH2:30][N:29]([C:2]3[CH:3]=[CH:4][C:5]([C:8]4([C:9]([OH:11])=[O:10])[CH2:12][CH2:14]4)=[CH:6][CH:7]=3)[C:28](=[O:32])[C:27]=2[N:23]([C:20]2[CH:19]=[CH:18][C:17]([O:16][CH3:15])=[CH:22][CH:21]=2)[N:24]=1)=[O:34])[CH3:37]. Given the reactants I[C:2]1[CH:7]=[CH:6][C:5]([CH:8]([CH:12]2[CH2:14]C2)[C:9]([OH:11])=[O:10])=[CH:4][CH:3]=1.[CH3:15][O:16][C:17]1[CH:22]=[CH:21][C:20]([N:23]2[C:27]3[C:28](=[O:32])[NH:29][CH2:30][CH2:31][C:26]=3[C:25]([C:33]([O:35][CH2:36][CH3:37])=[O:34])=[N:24]2)=[CH:19][CH:18]=1.C([O-])([O-])=O.[K+].[K+].N1C2C(=CC=C3C=2N=CC=C3)C=CC=1.Cl, predict the reaction product. (6) The product is: [Si:1]([O:8][CH2:9][CH:10]1[CH2:11][CH2:12][C:13]([O:18][CH2:19][CH2:20][OH:21])([C:16](=[NH:17])[NH:22][OH:23])[CH2:14][CH2:15]1)([C:4]([CH3:7])([CH3:6])[CH3:5])([CH3:3])[CH3:2]. Given the reactants [Si:1]([O:8][CH2:9][CH:10]1[CH2:15][CH2:14][C:13]([O:18][CH2:19][CH2:20][OH:21])([C:16]#[N:17])[CH2:12][CH2:11]1)([C:4]([CH3:7])([CH3:6])[CH3:5])([CH3:3])[CH3:2].[NH2:22][OH:23], predict the reaction product. (7) Given the reactants [C:1](Cl)(=O)C.[CH3:5][O:6][C:7]1[C:12]2=[CH:13][CH:14]=[C:15]3[C:24]([N:23]=[C:22]4[C:17]([CH:18]=[CH:19][CH:20]=[C:21]4[C:25]([OH:27])=[O:26])=[N:16]3)=[C:11]2[CH:10]=[CH:9][CH:8]=1, predict the reaction product. The product is: [CH3:1][O:26][C:25]([C:21]1[C:22]2[C:17](=[N:16][C:15]3[C:24]([N:23]=2)=[C:11]2[CH:10]=[CH:9][CH:8]=[C:7]([O:6][CH3:5])[C:12]2=[CH:13][CH:14]=3)[CH:18]=[CH:19][CH:20]=1)=[O:27]. (8) Given the reactants [NH:1]1[CH2:6][CH2:5][CH2:4][CH2:3][C:2]1=[O:7].C(N(CC)CC)C.[C:15](O[C:15]([O:17][C:18]([CH3:21])([CH3:20])[CH3:19])=[O:16])([O:17][C:18]([CH3:21])([CH3:20])[CH3:19])=[O:16], predict the reaction product. The product is: [O:7]=[C:2]1[CH2:3][CH2:4][CH2:5][CH2:6][N:1]1[C:15]([O:17][C:18]([CH3:21])([CH3:20])[CH3:19])=[O:16]. (9) Given the reactants Cl.[N:2]1[CH:7]=[CH:6][CH:5]=[C:4]([CH2:8][N:9]2[CH2:13][CH2:12][CH2:11][C:10]2=O)[CH:3]=1.[NH2:15][C:16]1[CH:23]=[CH:22][C:21]([Br:24])=[CH:20][C:17]=1[C:18]#[N:19].[OH-].[Na+], predict the reaction product. The product is: [Br:24][C:21]1[CH:22]=[CH:23][C:16]([N:15]=[C:10]2[CH2:11][CH2:12][CH2:13][N:9]2[CH2:8][C:4]2[CH:3]=[N:2][CH:7]=[CH:6][CH:5]=2)=[C:17]([CH:20]=1)[C:18]#[N:19]. (10) Given the reactants [Cl:1][C:2]1[C:3]2[CH:10]=[C:9](I)[N:8]([S:12]([C:15]3[CH:20]=[CH:19][CH:18]=[CH:17][CH:16]=3)(=[O:14])=[O:13])[C:4]=2[N:5]=[CH:6][N:7]=1.O1CCCC1.O.[CH3:27][S:28]([N:31]1[CH2:36][CH:35]=[C:34](B2OC(C)(C)C(C)(C)O2)[CH2:33][CH2:32]1)(=[O:30])=[O:29].C(=O)([O-])[O-].[Cs+].[Cs+], predict the reaction product. The product is: [Cl:1][C:2]1[C:3]2[CH:10]=[C:9]([C:34]3[CH2:35][CH2:36][N:31]([S:28]([CH3:27])(=[O:30])=[O:29])[CH2:32][CH:33]=3)[N:8]([S:12]([C:15]3[CH:20]=[CH:19][CH:18]=[CH:17][CH:16]=3)(=[O:14])=[O:13])[C:4]=2[N:5]=[CH:6][N:7]=1.